This data is from Full USPTO retrosynthesis dataset with 1.9M reactions from patents (1976-2016). The task is: Predict the reactants needed to synthesize the given product. (1) Given the product [CH2:26]([N:10]1[C:5]2[C:4](=[CH:9][CH:8]=[CH:7][CH:6]=2)[C:3]([C:1]#[N:2])=[C:11]1[C:12]1[CH:13]=[N:14][CH:15]=[CH:16][CH:17]=1)[CH3:27], predict the reactants needed to synthesize it. The reactants are: [C:1]([CH2:3][C:4]1[CH:9]=[CH:8][CH:7]=[CH:6][C:5]=1[NH:10][C:11](=O)[C:12]1[CH:17]=[CH:16][CH:15]=[N:14][CH:13]=1)#[N:2].C([O-])([O-])=O.[Cs+].[Cs+].I[CH2:26][CH3:27]. (2) Given the product [F:23][C:24]1[CH:32]=[CH:31][C:27]([C:28]([NH:1][C:2]2[S:6][C:5]([NH:7][C:8]3[CH:17]=[CH:16][C:15]4[C:10](=[CH:11][CH:12]=[CH:13][CH:14]=4)[CH:9]=3)=[N:4][C:3]=2[C:18]([O:20][CH2:21][CH3:22])=[O:19])=[O:29])=[CH:26][CH:25]=1, predict the reactants needed to synthesize it. The reactants are: [NH2:1][C:2]1[S:6][C:5]([NH:7][C:8]2[CH:17]=[CH:16][C:15]3[C:10](=[CH:11][CH:12]=[CH:13][CH:14]=3)[CH:9]=2)=[N:4][C:3]=1[C:18]([O:20][CH2:21][CH3:22])=[O:19].[F:23][C:24]1[CH:32]=[CH:31][C:27]([C:28](Cl)=[O:29])=[CH:26][CH:25]=1. (3) Given the product [CH3:1][O:2][C:3]1[N:8]=[CH:7][C:6]([O:9][C:10]2[CH:11]=[C:12]3[C:17](=[CH:18][CH:19]=2)[C:16]([C:20]([OH:22])=[O:21])=[CH:15][CH:14]=[CH:13]3)=[CH:5][CH:4]=1, predict the reactants needed to synthesize it. The reactants are: [CH3:1][O:2][C:3]1[N:8]=[CH:7][C:6]([O:9][C:10]2[CH:11]=[C:12]3[C:17](=[CH:18][CH:19]=2)[C:16]([C:20]([O-:22])=[O:21])=[CH:15][CH:14]=[CH:13]3)=[CH:5][CH:4]=1.[Li+].[OH-]. (4) Given the product [CH2:1]([C@@H:8]1[C@@H:16]([O:17][CH2:18][CH2:19][CH:20]([O:22][CH3:33])[CH3:21])[C@H:15]([CH3:23])[O:14][C:13](=[O:24])[C@@H:12]([NH:25][C:26](=[O:32])[O:27][C:28]([CH3:30])([CH3:29])[CH3:31])[CH2:11][O:10][CH2:9]1)[C:2]1[CH:3]=[CH:4][CH:5]=[CH:6][CH:7]=1, predict the reactants needed to synthesize it. The reactants are: [CH2:1]([C@@H:8]1[C@@H:16]([O:17][CH2:18][CH2:19][CH:20]([OH:22])[CH3:21])[C@H:15]([CH3:23])[O:14][C:13](=[O:24])[C@@H:12]([NH:25][C:26](=[O:32])[O:27][C:28]([CH3:31])([CH3:30])[CH3:29])[CH2:11][O:10][CH2:9]1)[C:2]1[CH:7]=[CH:6][CH:5]=[CH:4][CH:3]=1.[CH3:33]N(C1C2C(N(C)C)=CC=CC=2C=CC=1)C.F[B-](F)(F)F.C[O+](C)C.C([O-])(O)=O.[Na+]. (5) Given the product [C:1]([O:14][NH:13][C:11]([O:10][C:6]([CH3:9])([CH3:8])[CH3:7])=[O:12])(=[O:4])[CH2:2][CH3:3], predict the reactants needed to synthesize it. The reactants are: [C:1](Cl)(=[O:4])[CH2:2][CH3:3].[C:6]([O:10][C:11]([NH:13][OH:14])=[O:12])([CH3:9])([CH3:8])[CH3:7]. (6) The reactants are: [C:1]([O:4][CH2:5][CH:6]1[CH2:11][CH2:10][CH2:9][CH2:8][CH:7]1[CH2:12][C:13]1[CH:18]=[CH:17][CH:16]=[C:15]([O:19]C)[CH:14]=1)(=[O:3])[CH3:2].NC(C(O)=O)CCSC.CS(O)(=O)=O.C(OCC)C. Given the product [C:1]([O:4][CH2:5][CH:6]1[CH2:11][CH2:10][CH2:9][CH2:8][CH:7]1[CH2:12][C:13]1[CH:18]=[CH:17][CH:16]=[C:15]([OH:19])[CH:14]=1)(=[O:3])[CH3:2], predict the reactants needed to synthesize it.